The task is: Regression. Given a peptide amino acid sequence and an MHC pseudo amino acid sequence, predict their binding affinity value. This is MHC class I binding data.. This data is from Peptide-MHC class I binding affinity with 185,985 pairs from IEDB/IMGT. (1) The peptide sequence is TINAWIKVV. The MHC is HLA-A02:03 with pseudo-sequence HLA-A02:03. The binding affinity (normalized) is 0.564. (2) The peptide sequence is MPTYIRNTL. The MHC is HLA-A02:03 with pseudo-sequence HLA-A02:03. The binding affinity (normalized) is 0.0880. (3) The peptide sequence is VVTLIPLCR. The MHC is HLA-A03:01 with pseudo-sequence HLA-A03:01. The binding affinity (normalized) is 0.158. (4) The peptide sequence is WVIDTLNGI. The MHC is HLA-B57:01 with pseudo-sequence HLA-B57:01. The binding affinity (normalized) is 0.0847.